Dataset: Clinical trial toxicity outcomes and FDA approval status for drugs. Task: Regression/Classification. Given a drug SMILES string, predict its toxicity properties. Task type varies by dataset: regression for continuous values (e.g., LD50, hERG inhibition percentage) or binary classification for toxic/non-toxic outcomes (e.g., AMES mutagenicity, cardiotoxicity, hepatotoxicity). Dataset: clintox. (1) The compound is CC(C)(C)[NH2+]C[C@H](O)c1ccc(O)c(CO)c1. The result is 0 (passed clinical trial). (2) The compound is [NH3+][C@@H](CCC(=O)N[C@@H](CSSC[C@H](NC(=O)CC[C@H]([NH3+])C(=O)[O-])C(=O)NCC(=O)[O-])C(=O)NCC(=O)[O-])C(=O)[O-]. The result is 0 (passed clinical trial). (3) The drug is C[NH2+]C[C@H](O)[C@@H](O)[C@H](O)[C@H](O)CO. The result is 0 (passed clinical trial). (4) The molecule is COc1ccc2c3c1O[C@H]1C(=O)CC[C@@]4(O)[C@@H](C2)[NH+](C)CC[C@]314. The result is 0 (passed clinical trial). (5) The compound is Cc1ncc(C[n+]2csc(CCO)c2C)c(N)n1. The result is 0 (passed clinical trial).